The task is: Regression. Given two drug SMILES strings and cell line genomic features, predict the synergy score measuring deviation from expected non-interaction effect.. This data is from NCI-60 drug combinations with 297,098 pairs across 59 cell lines. (1) Drug 1: C1CC(C1)(C(=O)O)C(=O)O.[NH2-].[NH2-].[Pt+2]. Drug 2: CCC1(CC2CC(C3=C(CCN(C2)C1)C4=CC=CC=C4N3)(C5=C(C=C6C(=C5)C78CCN9C7C(C=CC9)(C(C(C8N6C)(C(=O)OC)O)OC(=O)C)CC)OC)C(=O)OC)O.OS(=O)(=O)O. Cell line: A549. Synergy scores: CSS=24.9, Synergy_ZIP=-6.11, Synergy_Bliss=0.629, Synergy_Loewe=-0.471, Synergy_HSA=1.23. (2) Drug 1: CC=C1C(=O)NC(C(=O)OC2CC(=O)NC(C(=O)NC(CSSCCC=C2)C(=O)N1)C(C)C)C(C)C. Drug 2: CC(C)NC(=O)C1=CC=C(C=C1)CNNC.Cl. Cell line: UACC62. Synergy scores: CSS=52.6, Synergy_ZIP=4.60, Synergy_Bliss=4.32, Synergy_Loewe=-46.5, Synergy_HSA=4.22. (3) Drug 1: CC1C(C(CC(O1)OC2CC(OC(C2O)C)OC3=CC4=CC5=C(C(=O)C(C(C5)C(C(=O)C(C(C)O)O)OC)OC6CC(C(C(O6)C)O)OC7CC(C(C(O7)C)O)OC8CC(C(C(O8)C)O)(C)O)C(=C4C(=C3C)O)O)O)O. Drug 2: CC1=C(N=C(N=C1N)C(CC(=O)N)NCC(C(=O)N)N)C(=O)NC(C(C2=CN=CN2)OC3C(C(C(C(O3)CO)O)O)OC4C(C(C(C(O4)CO)O)OC(=O)N)O)C(=O)NC(C)C(C(C)C(=O)NC(C(C)O)C(=O)NCCC5=NC(=CS5)C6=NC(=CS6)C(=O)NCCC[S+](C)C)O. Cell line: NCI-H522. Synergy scores: CSS=41.3, Synergy_ZIP=-2.98, Synergy_Bliss=-0.359, Synergy_Loewe=-11.6, Synergy_HSA=0.901. (4) Drug 1: C1=CC(=CC=C1C#N)C(C2=CC=C(C=C2)C#N)N3C=NC=N3. Drug 2: CCC1=C2CN3C(=CC4=C(C3=O)COC(=O)C4(CC)O)C2=NC5=C1C=C(C=C5)O. Cell line: SF-268. Synergy scores: CSS=24.1, Synergy_ZIP=-0.419, Synergy_Bliss=-1.58, Synergy_Loewe=-72.3, Synergy_HSA=-13.4. (5) Drug 1: CC1CCC2CC(C(=CC=CC=CC(CC(C(=O)C(C(C(=CC(C(=O)CC(OC(=O)C3CCCCN3C(=O)C(=O)C1(O2)O)C(C)CC4CCC(C(C4)OC)OCCO)C)C)O)OC)C)C)C)OC. Drug 2: CC1=C(C(=O)C2=C(C1=O)N3CC4C(C3(C2COC(=O)N)OC)N4)N. Cell line: SK-OV-3. Synergy scores: CSS=31.7, Synergy_ZIP=-11.0, Synergy_Bliss=-1.85, Synergy_Loewe=-4.64, Synergy_HSA=2.14.